From a dataset of Peptide-MHC class I binding affinity with 185,985 pairs from IEDB/IMGT. Regression. Given a peptide amino acid sequence and an MHC pseudo amino acid sequence, predict their binding affinity value. This is MHC class I binding data. The peptide sequence is STQCIFMEI. The MHC is Mamu-A01 with pseudo-sequence Mamu-A01. The binding affinity (normalized) is 0.332.